From a dataset of Catalyst prediction with 721,799 reactions and 888 catalyst types from USPTO. Predict which catalyst facilitates the given reaction. (1) Reactant: CC(OI1(OC(C)=O)(OC(C)=O)OC(=O)C2C=CC=CC1=2)=O.[F:23][C:24]([F:63])([F:62])[C:25]1[CH:26]=[C:27]([CH:55]=[C:56]([C:58]([F:61])([F:60])[F:59])[CH:57]=1)[CH2:28][N:29]1[C:33]([N:34]2[CH2:39][CH2:38][CH:37]([OH:40])[CH2:36][CH2:35]2)=[C:32]([C:41]([N:43]2[CH2:47][CH2:46][CH2:45][C@@H:44]2[C:48]2[CH:53]=[CH:52][CH:51]=[CH:50][C:49]=2[Cl:54])=[O:42])[N:31]=[N:30]1. Product: [F:61][C:58]([F:59])([F:60])[C:56]1[CH:55]=[C:27]([CH:26]=[C:25]([C:24]([F:23])([F:63])[F:62])[CH:57]=1)[CH2:28][N:29]1[C:33]([N:34]2[CH2:39][CH2:38][C:37](=[O:40])[CH2:36][CH2:35]2)=[C:32]([C:41]([N:43]2[CH2:47][CH2:46][CH2:45][C@@H:44]2[C:48]2[CH:53]=[CH:52][CH:51]=[CH:50][C:49]=2[Cl:54])=[O:42])[N:31]=[N:30]1. The catalyst class is: 46. (2) Reactant: [CH2:1]([C:3]1[C:4](N)=[N:5][C:6]([CH3:9])=[CH:7][CH:8]=1)[CH3:2].S(=O)(=O)(O)[OH:12].N([O-])=O.[Na+].[OH-].[Na+]. Product: [CH2:1]([C:3]1[C:4](=[O:12])[NH:5][C:6]([CH3:9])=[CH:7][CH:8]=1)[CH3:2]. The catalyst class is: 6. (3) Product: [CH2:1]([O:3][C:4](=[O:20])[CH:5]([C:8]1[CH:13]=[CH:12][C:11]([S:14]([CH:17]2[CH2:19][CH2:18]2)(=[O:16])=[O:15])=[CH:10][CH:9]=1)[O:21][CH:22]1[CH2:26][CH2:25][O:24][CH2:23]1)[CH3:2]. Reactant: [CH2:1]([O:3][C:4](=[O:20])[C:5]([C:8]1[CH:13]=[CH:12][C:11]([S:14]([CH:17]2[CH2:19][CH2:18]2)(=[O:16])=[O:15])=[CH:10][CH:9]=1)=[N+]=[N-])[CH3:2].[OH:21][CH:22]1[CH2:26][CH2:25][O:24][CH2:23]1. The catalyst class is: 2.